This data is from Full USPTO retrosynthesis dataset with 1.9M reactions from patents (1976-2016). The task is: Predict the reactants needed to synthesize the given product. (1) Given the product [ClH:1].[Cl:1][C:2]1[CH:3]=[C:4]([CH:7]=[C:8]([Cl:10])[CH:9]=1)[CH2:5][NH:6][CH2:18][C:17]1[CH:20]=[CH:21][C:14]([N+:11]([O-:13])=[O:12])=[CH:15][CH:16]=1, predict the reactants needed to synthesize it. The reactants are: [Cl:1][C:2]1[CH:3]=[C:4]([CH:7]=[C:8]([Cl:10])[CH:9]=1)[CH2:5][NH2:6].[N+:11]([C:14]1[CH:21]=[CH:20][C:17]([CH:18]=O)=[CH:16][CH:15]=1)([O-:13])=[O:12]. (2) Given the product [CH3:15][O:16][CH2:17][CH2:18][N:19]([CH3:20])[C:7]1[CH:8]=[CH:9][C:4]([C:2](=[O:3])[CH3:1])=[CH:5][C:6]=1[C:11]([F:14])([F:13])[F:12], predict the reactants needed to synthesize it. The reactants are: [CH3:1][C:2]([C:4]1[CH:9]=[CH:8][C:7](F)=[C:6]([C:11]([F:14])([F:13])[F:12])[CH:5]=1)=[O:3].[CH3:15][O:16][CH2:17][CH2:18][NH:19][CH3:20].C(=O)([O-])[O-].[K+].[K+]. (3) Given the product [ClH:22].[CH3:1][O:2][C:3]1[CH:4]=[C:5]([C:23]2[CH:24]=[C:25]([CH2:29][N:30]3[CH:34]=[CH:33][N:32]=[C:31]3[CH3:35])[N:26]=[N:27][CH:28]=2)[CH:6]=[C:7]([C:9]([F:10])([F:11])[F:12])[CH:8]=1, predict the reactants needed to synthesize it. The reactants are: [CH3:1][O:2][C:3]1[CH:4]=[C:5](B2OC(C)(C)C(C)(C)O2)[CH:6]=[C:7]([C:9]([F:12])([F:11])[F:10])[CH:8]=1.[Cl:22][C:23]1[CH:24]=[C:25]([CH2:29][N:30]2[CH:34]=[CH:33][N:32]=[C:31]2[CH3:35])[N:26]=[N:27][CH:28]=1. (4) Given the product [CH:1]12[CH2:10][CH:5]3[CH2:6][CH:7]([CH2:9][CH:3]([CH2:4]3)[CH:2]1[NH:11][C:12]([C:14]1[CH:15]=[N:16][N:17]([C:20]3[CH:25]=[CH:24][CH:23]=[CH:22][CH:21]=3)[C:18]=1[N:29]1[CH2:28][CH:27]([CH3:26])[O:32][CH:31]([CH3:33])[CH2:30]1)=[O:13])[CH2:8]2, predict the reactants needed to synthesize it. The reactants are: [CH:1]12[CH2:10][CH:5]3[CH2:6][CH:7]([CH2:9][CH:3]([CH2:4]3)[CH:2]1[NH:11][C:12]([C:14]1[CH:15]=[N:16][N:17]([C:20]3[CH:25]=[CH:24][CH:23]=[CH:22][CH:21]=3)[C:18]=1Cl)=[O:13])[CH2:8]2.[CH3:26][CH:27]1[O:32][CH:31]([CH3:33])[CH2:30][NH:29][CH2:28]1. (5) Given the product [C:1]([C:5]1[O:9][N:8]=[C:7]([NH:10][C:11]([NH:13][C:14]2[CH:19]=[CH:18][CH:17]=[C:16]([S:20][C:21]3[C:30]4[C:25](=[CH:26][C:27]([O:41][CH3:42])=[C:28]([O:31][CH2:32][CH2:33][CH2:34][N:35]5[CH2:36][CH2:47][N:46]([CH2:45][CH2:44][OH:43])[CH2:39][CH2:40]5)[CH:29]=4)[N:24]=[CH:23][N:22]=3)[CH:15]=2)=[O:12])[CH:6]=1)([CH3:2])([CH3:3])[CH3:4], predict the reactants needed to synthesize it. The reactants are: [C:1]([C:5]1[O:9][N:8]=[C:7]([NH:10][C:11]([NH:13][C:14]2[CH:19]=[CH:18][CH:17]=[C:16]([S:20][C:21]3[C:30]4[C:25](=[CH:26][C:27]([O:41][CH3:42])=[C:28]([O:31][CH2:32][CH2:33][CH2:34][N:35]5[CH2:40][CH2:39]CC[CH2:36]5)[CH:29]=4)[N:24]=[CH:23][N:22]=3)[CH:15]=2)=[O:12])[CH:6]=1)([CH3:4])([CH3:3])[CH3:2].[OH:43][CH2:44][CH2:45][N:46]1CCNC[CH2:47]1. (6) Given the product [NH:1]1[C:9]2[C:4](=[CH:5][CH:6]=[CH:7][CH:8]=2)[C:3]([C@@H:10]2[CH2:29][C@H:11]2[C:12]([NH:14][C@@H:15]([C:17]2[CH:22]=[CH:21][C:20]([O:23][CH2:24][C:25]([F:26])([F:28])[F:27])=[CH:19][N:18]=2)[CH3:16])=[O:13])=[CH:2]1, predict the reactants needed to synthesize it. The reactants are: [NH:1]1[C:9]2[C:4](=[CH:5][CH:6]=[CH:7][CH:8]=2)[C:3](/[CH:10]=[CH:11]/[C:12]([NH:14][C@@H:15]([C:17]2[CH:22]=[CH:21][C:20]([O:23][CH2:24][C:25]([F:28])([F:27])[F:26])=[CH:19][N:18]=2)[CH3:16])=[O:13])=[CH:2]1.[CH2:29]([Zn])C.ICI.Cl.N. (7) Given the product [CH3:31][O:32][C:33](=[O:45])[C:34]1[CH:39]=[CH:38][C:37]([NH:40][C:18](=[O:19])[CH:17]([C:16]2[N:8]([C:5]3[CH:4]=[CH:3][C:2]([Cl:1])=[CH:7][CH:6]=3)[N:9]=[C:10]3[C:15]=2[CH2:14][CH2:13][CH2:12][CH2:11]3)[CH:21]2[CH2:26][CH2:25][CH2:24][CH2:23][CH2:22]2)=[C:36]([C:41]([F:43])([F:42])[F:44])[CH:35]=1, predict the reactants needed to synthesize it. The reactants are: [Cl:1][C:2]1[CH:7]=[CH:6][C:5]([N:8]2[C:16]([CH:17]([CH:21]3[CH2:26][CH2:25][CH2:24][CH2:23][CH2:22]3)[C:18](O)=[O:19])=[C:15]3[C:10]([CH2:11][CH2:12][CH2:13][CH2:14]3)=[N:9]2)=[CH:4][CH:3]=1.S(Cl)(Cl)=O.[CH3:31][O:32][C:33](=[O:45])[C:34]1[CH:39]=[CH:38][C:37]([NH2:40])=[C:36]([C:41]([F:44])([F:43])[F:42])[CH:35]=1. (8) The reactants are: C[O:2][C:3](=O)[CH2:4][CH:5]1[CH:9]([CH2:10][C:11](OC)=[O:12])[O:8][CH:7]([O:15][CH2:16][CH3:17])[O:6]1.[H-].[H-].[H-].[H-].[Li+].[Al+3]. Given the product [CH2:16]([O:15][CH:7]1[O:6][CH:5]([CH2:4][CH2:3][OH:2])[CH:9]([CH2:10][CH2:11][OH:12])[O:8]1)[CH3:17], predict the reactants needed to synthesize it.